This data is from Forward reaction prediction with 1.9M reactions from USPTO patents (1976-2016). The task is: Predict the product of the given reaction. (1) Given the reactants P(Cl)(Cl)Cl.[CH2:5]([C:7]1[CH:12]=[C:11]([N+:13]([O-:15])=[O:14])[CH:10]=[CH:9][N+:8]=1[O-])[CH3:6].[OH-].[Na+], predict the reaction product. The product is: [CH2:5]([C:7]1[CH:12]=[C:11]([N+:13]([O-:15])=[O:14])[CH:10]=[CH:9][N:8]=1)[CH3:6]. (2) The product is: [Br:1][C:2]1[CH:3]=[N:4][C:5]([C:15]2[CH:16]=[C:11]([CH2:10][OH:9])[CH:12]=[CH:13][CH:14]=2)=[N:6][CH:7]=1. Given the reactants [Br:1][C:2]1[CH:3]=[N:4][C:5](I)=[N:6][CH:7]=1.[OH:9][CH2:10][C:11]1[CH:12]=[C:13](B(O)O)[CH:14]=[CH:15][CH:16]=1.O.O.O.P([O-])([O-])([O-])=O.[K+].[K+].[K+].COC(C)(C)C, predict the reaction product. (3) Given the reactants [Cl:1][C:2]1[CH:7]=[CH:6][CH:5]=[CH:4][C:3]=1[CH:8]([OH:13])[C:9]([NH:11][NH2:12])=O.[CH3:14][CH:15]([CH3:20])[CH2:16][N:17]=[C:18]=[S:19], predict the reaction product. The product is: [Cl:1][C:2]1[CH:7]=[CH:6][CH:5]=[CH:4][C:3]=1[CH:8]([OH:13])[C:9]1[N:17]([CH2:16][CH:15]([CH3:20])[CH3:14])[C:18](=[S:19])[NH:12][N:11]=1. (4) Given the reactants [C:1]([Si:5]([O:8][CH2:9][CH2:10][C:11]1[CH:16]=[CH:15][C:14](I)=[CH:13][CH:12]=1)([CH3:7])[CH3:6])([CH3:4])([CH3:3])[CH3:2].[Br:18][C:19]1[CH:24]=[CH:23][C:22](B(O)O)=[CH:21][CH:20]=1, predict the reaction product. The product is: [Br:18][C:19]1[CH:24]=[CH:23][C:22]([C:14]2[CH:15]=[CH:16][C:11]([CH2:10][CH2:9][O:8][Si:5]([C:1]([CH3:4])([CH3:3])[CH3:2])([CH3:7])[CH3:6])=[CH:12][CH:13]=2)=[CH:21][CH:20]=1. (5) Given the reactants [Cl:1][C:2]1[S:43][C:5]2[C:6](=[O:42])[N:7](COCC[Si](C)(C)C)[C:8]3[C:9]([CH3:33])=[CH:10][C:11]([O:31]C)=[C:12]([C:14]4[CH:19]=[CH:18][C:17]([C@@H:20]([CH3:30])[CH2:21][NH:22]C(=O)OC(C)(C)C)=[CH:16][CH:15]=4)[C:13]=3[C:4]=2[CH:3]=1.B(Br)(Br)Br, predict the reaction product. The product is: [ClH:1].[NH2:22][CH2:21][C@@H:20]([C:17]1[CH:18]=[CH:19][C:14]([C:12]2[C:13]3[C:4]4[CH:3]=[C:2]([Cl:1])[S:43][C:5]=4[C:6](=[O:42])[NH:7][C:8]=3[C:9]([CH3:33])=[CH:10][C:11]=2[OH:31])=[CH:15][CH:16]=1)[CH3:30]. (6) Given the reactants [Br:1][C:2]1[CH:7]=[C:6]([F:8])[CH:5]=[CH:4][C:3]=1[CH:9]1[C:14]([C:15]([O:17][CH2:18][CH3:19])=[O:16])=[C:13]([CH2:20]Br)[NH:12][C:11]([C:22]2[N:26]=[CH:25][NH:24][N:23]=2)=[N:10]1.Cl.[NH:28]1[CH2:32][CH2:31][CH2:30][C@H:29]1[CH2:33][OH:34], predict the reaction product. The product is: [Br:1][C:2]1[CH:7]=[C:6]([F:8])[CH:5]=[CH:4][C:3]=1[CH:9]1[C:14]([C:15]([O:17][CH2:18][CH3:19])=[O:16])=[C:13]([CH2:20][N:28]2[CH2:32][CH2:31][CH2:30][C@H:29]2[CH2:33][OH:34])[NH:12][C:11]([C:22]2[N:26]=[CH:25][NH:24][N:23]=2)=[N:10]1. (7) The product is: [CH2:1]([O:4][C:5]1[CH:16]=[CH:15][CH:14]=[CH:13][C:6]=1[C:7]([OH:9])=[O:8])[CH2:2][CH3:3]. Given the reactants [CH2:1]([O:4][C:5]1[CH:16]=[CH:15][CH:14]=[CH:13][C:6]=1[C:7]([O:9]CCC)=[O:8])[CH2:2][CH3:3].CC(C)([O-])C.[K+].CCCCCC.C(OCC)(=O)C.Cl, predict the reaction product.